Dataset: Reaction yield outcomes from USPTO patents with 853,638 reactions. Task: Predict the reaction yield, written as a fraction of the theoretical maximum amount of product (1.0 means a 100% yield; for example, 0.34 means a 34% yield). The reactants are [C:1]([C:3]1[CH:8]=[CH:7][N:6]=[CH:5][CH:4]=1)#N.[C:9](#N)[C:10]1[CH:15]=[CH:14][CH:13]=[CH:12][CH:11]=1. No catalyst specified. The product is [C:10]1([C:9]#[C:1][C:3]2[CH:8]=[CH:7][N:6]=[CH:5][CH:4]=2)[CH:15]=[CH:14][CH:13]=[CH:12][CH:11]=1. The yield is 0.440.